From a dataset of TCR-epitope binding with 47,182 pairs between 192 epitopes and 23,139 TCRs. Binary Classification. Given a T-cell receptor sequence (or CDR3 region) and an epitope sequence, predict whether binding occurs between them. (1) The TCR CDR3 sequence is CAISSGTENYEQYF. Result: 0 (the TCR does not bind to the epitope). The epitope is IIKDYGKQM. (2) The epitope is PROT_97E67BCC. The TCR CDR3 sequence is CASSQPPDRGYGYTF. Result: 0 (the TCR does not bind to the epitope). (3) The epitope is SLYNTVATL. The TCR CDR3 sequence is CASSGWTLRIYEQYF. Result: 1 (the TCR binds to the epitope).